This data is from Full USPTO retrosynthesis dataset with 1.9M reactions from patents (1976-2016). The task is: Predict the reactants needed to synthesize the given product. (1) Given the product [C:9]12([NH2:12])[CH2:10][CH:4]3[CH2:3][CH:2]([CH2:7][CH:6]([CH2:5]3)[CH2:8]1)[CH2:11]2, predict the reactants needed to synthesize it. The reactants are: C[C:2]12[CH2:11][C:9]3([NH2:12])[CH2:10][CH:4]([CH2:5][C:6](C)([CH2:8]3)[CH2:7]1)[CH2:3]2.Cl.Cl. (2) Given the product [N+:15]([C:12]1[CH:13]=[CH:14][C:9]([N:1]2[CH:6]=[CH:5][C:4](=[O:7])[CH:3]=[CH:2]2)=[CH:10][CH:11]=1)([O-:17])=[O:16], predict the reactants needed to synthesize it. The reactants are: [N:1]1[CH:6]=[CH:5][C:4]([OH:7])=[CH:3][CH:2]=1.F[C:9]1[CH:14]=[CH:13][C:12]([N+:15]([O-:17])=[O:16])=[CH:11][CH:10]=1.C([O-])([O-])=O.[Cs+].[Cs+].O.